This data is from Full USPTO retrosynthesis dataset with 1.9M reactions from patents (1976-2016). The task is: Predict the reactants needed to synthesize the given product. (1) Given the product [F:12][C:13]1[C:14]([O:23][CH2:24][O:25][CH3:26])=[C:15]([C:32](=[O:28])[C:31]([O:9][CH2:7][CH3:10])=[O:27])[C:16]([C:19]([F:22])([F:21])[F:20])=[CH:17][CH:18]=1, predict the reactants needed to synthesize it. The reactants are: C([Li])CCC.C[C:7]([CH3:10])([O-:9])C.[K+].[F:12][C:13]1[CH:18]=[CH:17][C:16]([C:19]([F:22])([F:21])[F:20])=[CH:15][C:14]=1[O:23][CH2:24][O:25][CH3:26].[OH2:27].[O:28]1[CH2:32][CH2:31]CC1. (2) Given the product [CH:28]1([C:31]2[N:32]=[CH:33][CH:34]=[C:35]3[C:40]=2[N:39]=[C:38]([C:41]([N:9]2[CH2:10][CH2:11][C:6]4([CH2:5][C:4](=[O:3])[C:18]5[C:13](=[CH:14][CH:15]=[C:16]([C:19]6[CH:20]=[N:21][CH:22]=[C:23]([CH:27]=6)[C:24]([NH2:26])=[O:25])[CH:17]=5)[O:12]4)[CH2:7][CH2:8]2)=[O:42])[CH:37]=[C:36]3[O:44][CH2:45][CH2:46][OH:47])[CH2:29][CH2:30]1, predict the reactants needed to synthesize it. The reactants are: Cl.Cl.[O:3]=[C:4]1[C:18]2[C:13](=[CH:14][CH:15]=[C:16]([C:19]3[CH:20]=[N:21][CH:22]=[C:23]([CH:27]=3)[C:24]([NH2:26])=[O:25])[CH:17]=2)[O:12][C:6]2([CH2:11][CH2:10][NH:9][CH2:8][CH2:7]2)[CH2:5]1.[CH:28]1([C:31]2[N:32]=[CH:33][CH:34]=[C:35]3[C:40]=2[N:39]=[C:38]([C:41](O)=[O:42])[CH:37]=[C:36]3[O:44][CH2:45][CH2:46][OH:47])[CH2:30][CH2:29]1.C1(C2C3C(=C(OC)C=C(C(O)=O)C=3)C=CN=2)CC1. (3) The reactants are: C([Li])CCC.C([Mg]Cl)CCC.Br[C:13]1[CH:14]=[C:15]([CH3:22])[C:16](=[O:21])[N:17]([CH2:19][CH3:20])[CH:18]=1.[Br:23][C:24]1[CH:25]=[C:26]([C:30]([C:38]2[CH:43]=[CH:42][CH:41]=[C:40]([F:44])[C:39]=2[C:45]#[N:46])=[N:31][S@](C(C)(C)C)=O)[CH:27]=[CH:28][CH:29]=1.C(N(CC(O)=O)CC(O)=O)CN(CC(O)=O)CC(O)=O.[Cl-].[NH4+].C(OC(C)C)(=O)C.[Na+].[Cl-]. Given the product [NH2:46][C:45]1[C:39]2[C:38](=[CH:43][CH:42]=[CH:41][C:40]=2[F:44])[C@@:30]([C:13]2[CH:14]=[C:15]([CH3:22])[C:16](=[O:21])[N:17]([CH2:19][CH3:20])[CH:18]=2)([C:26]2[CH:27]=[CH:28][CH:29]=[C:24]([Br:23])[CH:25]=2)[N:31]=1, predict the reactants needed to synthesize it. (4) Given the product [NH2:8][C:9]1[CH:16]=[CH:15][CH:14]=[CH:13][C:10]=1[CH2:11][NH:12][CH:2]1[CH2:3][C:4](=[O:6])[NH:5][C:1]1=[O:7], predict the reactants needed to synthesize it. The reactants are: [C:1]1(=[O:7])[NH:5][C:4](=[O:6])[CH:3]=[CH:2]1.[NH2:8][C:9]1[CH:16]=[CH:15][CH:14]=[CH:13][C:10]=1[CH2:11][NH2:12]. (5) Given the product [Na+:1].[C:36]([CH2:39][CH2:40][CH2:41][C:42]1([CH3:54])[C:50]2[C:45](=[CH:46][CH:47]=[CH:48][CH:49]=2)[N:44]([CH2:51][CH3:52])/[C:43]/1=[CH:53]/[CH:20]=[CH:19]/[C:4]1[C:3]([CH3:2])([CH2:28][CH2:29][CH2:30][S:31]([OH:34])(=[O:32])=[O:33])[C:11]2[C:6](=[CH:7][CH:8]=[CH:9][CH:10]=2)[N+:5]=1[CH2:12][CH2:13][CH2:14][S:15]([OH:18])(=[O:16])=[O:17])([OH:38])=[O:37], predict the reactants needed to synthesize it. The reactants are: [Na+:1].[CH3:2][C:3]1([CH2:28][CH2:29][CH2:30][S:31]([OH:34])(=[O:33])=[O:32])[C:11]2[C:6](=[CH:7][CH:8]=[CH:9][CH:10]=2)[N+:5]([CH2:12][CH2:13][CH2:14][S:15]([OH:18])(=[O:17])=[O:16])=[C:4]1/[CH:19]=[CH:20]/NC1C=CC=CC=1.[I-].[C:36]([CH2:39][CH2:40][CH2:41][C:42]1([CH3:54])[C:50]2[C:45](=[CH:46][CH:47]=[CH:48][CH:49]=2)[N+:44]([CH2:51][CH3:52])=[C:43]1[CH3:53])([OH:38])=[O:37].N1C=CC=CC=1. (6) Given the product [Cl:1][C:2]1[CH:10]=[C:9]2[C:5](/[C:6](=[CH:17]/[C:14]3[CH:15]=[CH:16][O:12][CH:13]=3)/[C:7](=[O:11])[NH:8]2)=[CH:4][CH:3]=1, predict the reactants needed to synthesize it. The reactants are: [Cl:1][C:2]1[CH:10]=[C:9]2[C:5]([CH2:6][C:7](=[O:11])[NH:8]2)=[CH:4][CH:3]=1.[O:12]1[CH:16]=[CH:15][C:14]([CH:17]=O)=[CH:13]1.N1CCCCC1.